This data is from Reaction yield outcomes from USPTO patents with 853,638 reactions. The task is: Predict the reaction yield, written as a fraction of the theoretical maximum amount of product (1.0 means a 100% yield; for example, 0.34 means a 34% yield). The reactants are [CH:1]([N:4]1[C:8]([C:9]2[N:18]=[C:17]3[N:11]([CH2:12][CH2:13][O:14][C:15]4[CH:22]=[C:21]([OH:23])[N:20]=[CH:19][C:16]=43)[CH:10]=2)=[N:7][CH:6]=[N:5]1)([CH3:3])[CH3:2].[CH3:24][O:25][C:26](=[O:32])[CH:27](O)[CH:28]([CH3:30])[CH3:29].CO. The catalyst is C(OCC)(=O)C. The product is [CH3:24][O:25][C:26](=[O:32])[CH:27]([O:23][C:21]1[N:20]=[CH:19][C:16]2[C:17]3[N:11]([CH2:12][CH2:13][O:14][C:15]=2[CH:22]=1)[CH:10]=[C:9]([C:8]1[N:4]([CH:1]([CH3:3])[CH3:2])[N:5]=[CH:6][N:7]=1)[N:18]=3)[CH:28]([CH3:30])[CH3:29]. The yield is 0.580.